This data is from NCI-60 drug combinations with 297,098 pairs across 59 cell lines. The task is: Regression. Given two drug SMILES strings and cell line genomic features, predict the synergy score measuring deviation from expected non-interaction effect. Drug 1: CC1=CC=C(C=C1)C2=CC(=NN2C3=CC=C(C=C3)S(=O)(=O)N)C(F)(F)F. Drug 2: CC12CCC3C(C1CCC2OP(=O)(O)O)CCC4=C3C=CC(=C4)OC(=O)N(CCCl)CCCl.[Na+]. Cell line: TK-10. Synergy scores: CSS=8.71, Synergy_ZIP=-6.49, Synergy_Bliss=-9.14, Synergy_Loewe=-12.2, Synergy_HSA=-12.0.